Predict the product of the given reaction. From a dataset of Forward reaction prediction with 1.9M reactions from USPTO patents (1976-2016). (1) Given the reactants Cl.[NH:2]1[CH2:6][CH2:5][CH2:4][CH:3]1[C:7]([O:9][CH2:10][CH3:11])=[O:8].C([O-])(O)=O.[Na+].[CH:17]1[CH:22]=[CH:21][C:20]([CH2:23][O:24][C:25](Cl)=[O:26])=[CH:19][CH:18]=1, predict the reaction product. The product is: [N:2]1([C:25]([O:24][CH2:23][C:20]2[CH:21]=[CH:22][CH:17]=[CH:18][CH:19]=2)=[O:26])[CH2:6][CH2:5][CH2:4][C@H:3]1[C:7]([O:9][CH2:10][CH3:11])=[O:8]. (2) Given the reactants C1(C2C(C3C=CC=CC=3)=C(C3C=CC=CC=3)N=PC=2)C=CC=CC=1.[CH2:25]([C:32]([CH:34]=[O:35])=[O:33])[C:26]1[CH:31]=[CH:30][CH:29]=[CH:28][CH:27]=1.Cl, predict the reaction product. The product is: [CH2:25]([C:32]([CH:34]=[O:35])=[O:33])[C:26]1[CH:31]=[CH:30][CH:29]=[CH:28][CH:27]=1. (3) Given the reactants [CH3:1][O:2][C:3]1[CH:4]=[C:5]2[C:10](=[CH:11][C:12]=1[O:13][CH3:14])[N:9]=[CH:8][CH:7]=[C:6]2[O:15][C:16]1[C:22]([CH3:23])=[CH:21][C:19]([NH2:20])=[C:18]([CH3:24])[CH:17]=1.Cl[C:26](Cl)([O:28][C:29](=[O:35])OC(Cl)(Cl)Cl)Cl.[N:37]1[CH:42]=[CH:41][CH:40]=[CH:39][C:38]=1CO.C(=O)(O)[O-].[Na+], predict the reaction product. The product is: [CH3:1][O:2][C:3]1[CH:4]=[C:5]2[C:10](=[CH:11][C:12]=1[O:13][CH3:14])[N:9]=[CH:8][CH:7]=[C:6]2[O:15][C:16]1[C:22]([CH3:23])=[CH:21][C:19]([NH:20][C:29](=[O:35])[O:28][CH2:26][C:38]2[CH:39]=[CH:40][CH:41]=[CH:42][N:37]=2)=[C:18]([CH3:24])[CH:17]=1.